From a dataset of Full USPTO retrosynthesis dataset with 1.9M reactions from patents (1976-2016). Predict the reactants needed to synthesize the given product. (1) Given the product [NH2:1][C:2]1[C:3]([C:7]([NH:17][C:15]2[CH:14]=[CH:13][CH:12]=[C:11]([Cl:10])[N:16]=2)=[O:9])=[N:4][O:5][N:6]=1, predict the reactants needed to synthesize it. The reactants are: [NH2:1][C:2]1[C:3]([C:7]([OH:9])=O)=[N:4][O:5][N:6]=1.[Cl:10][C:11]1[N:16]=[C:15]([NH2:17])[CH:14]=[CH:13][CH:12]=1.C(N(CC)C(C)C)(C)C.C([O-])(O)=O.[Na+]. (2) The reactants are: [OH-].[Na+:2].[CH3:3][C:4]([C:7]1[CH:8]=[CH:9][C:10]([S:13]([NH:16][C:17]2[C:18]([O:33][C:34]3[CH:35]=[CH:36][CH:37]=[CH:38][C:39]=3[O:40][CH3:41])=[C:19]([O:29][CH2:30][CH2:31][OH:32])[N:20]=[C:21]([C:23]3[N:24]=[CH:25][CH:26]=[CH:27][N:28]=3)[N:22]=2)(=[O:15])=[O:14])=[CH:11][CH:12]=1)([CH3:6])[CH3:5]. Given the product [CH3:6][C:4]([C:7]1[CH:12]=[CH:11][C:10]([S:13]([N-:16][C:17]2[C:18]([O:33][C:34]3[CH:35]=[CH:36][CH:37]=[CH:38][C:39]=3[O:40][CH3:41])=[C:19]([O:29][CH2:30][CH2:31][OH:32])[N:20]=[C:21]([C:23]3[N:28]=[CH:27][CH:26]=[CH:25][N:24]=3)[N:22]=2)(=[O:14])=[O:15])=[CH:9][CH:8]=1)([CH3:3])[CH3:5].[Na+:2], predict the reactants needed to synthesize it. (3) Given the product [O:2]1[CH2:3][CH2:4][N:5]([CH2:8][CH2:9][O:10][C:11]2[CH:19]=[C:18]3[C:14]([C:15]([C:27]4[CH:28]=[C:29]([F:34])[CH:30]=[C:31]([F:33])[CH:32]=4)=[C:16]([C:64]4[CH:65]=[CH:66][C:67]([F:68])=[C:62]([F:61])[CH:63]=4)[C:17]3=[O:20])=[CH:13][CH:12]=2)[CH2:6][CH2:7]1, predict the reactants needed to synthesize it. The reactants are: Cl.[O:2]1[CH2:7][CH2:6][N:5]([CH2:8][CH2:9][O:10][C:11]2[CH:19]=[C:18]3[C:14]([C:15]([C:27]4[CH:32]=[C:31]([F:33])[CH:30]=[C:29]([F:34])[CH:28]=4)=[C:16](C4C=NC=CC=4)[C:17]3=[O:20])=[CH:13][CH:12]=2)[CH2:4][CH2:3]1.O1CCN(CCOC2C=C3C(C(C4C=CC=CC=4)=C(Br)C3=O)=CC=2)CC1.[F:61][C:62]1[CH:63]=[C:64](B(O)O)[CH:65]=[CH:66][C:67]=1[F:68]. (4) Given the product [Cl:14][C:6]1[N:7]=[CH:8][CH:9]=[C:10]2[C:5]=1[CH:4]=[CH:3][CH:2]=[N:1]2, predict the reactants needed to synthesize it. The reactants are: [N:1]1[C:10]2[CH:9]=[CH:8][NH:7][C:6](=O)[C:5]=2[CH:4]=[CH:3][CH:2]=1.O=P(Cl)(Cl)[Cl:14]. (5) Given the product [O:17]1[CH2:22][CH2:21][CH:20]([CH2:23][O:24][C:2]2[N:7]=[C:6]([C:8]([OH:10])=[O:9])[CH:5]=[CH:4][C:3]=2[C:11]([F:14])([F:13])[F:12])[CH2:19][CH2:18]1, predict the reactants needed to synthesize it. The reactants are: Cl[C:2]1[N:7]=[C:6]([C:8]([OH:10])=[O:9])[CH:5]=[CH:4][C:3]=1[C:11]([F:14])([F:13])[F:12].[OH-].[K+].[O:17]1[CH2:22][CH2:21][CH:20]([CH2:23][OH:24])[CH2:19][CH2:18]1. (6) The reactants are: Cl[C:2]1[C:11]2[C:6](=[CH:7][CH:8]=[CH:9][CH:10]=2)[CH:5]=[C:4]([NH:12][C:13]2[CH:17]=[C:16]([CH3:18])[NH:15][N:14]=2)[N:3]=1.[CH2:19]([O:23][C:24]1[CH:29]=[CH:28][C:27]([NH2:30])=[CH:26][CH:25]=1)[CH2:20][CH2:21][CH3:22]. Given the product [CH2:19]([O:23][C:24]1[CH:25]=[CH:26][C:27]([NH:30][C:2]2[C:11]3[C:6](=[CH:7][CH:8]=[CH:9][CH:10]=3)[CH:5]=[C:4]([NH:12][C:13]3[CH:17]=[C:16]([CH3:18])[NH:15][N:14]=3)[N:3]=2)=[CH:28][CH:29]=1)[CH2:20][CH2:21][CH3:22], predict the reactants needed to synthesize it.